From a dataset of Reaction yield outcomes from USPTO patents with 853,638 reactions. Predict the reaction yield, written as a fraction of the theoretical maximum amount of product (1.0 means a 100% yield; for example, 0.34 means a 34% yield). The reactants are C(O)(C(F)(F)F)=O.C(OC([N:15](C(OC(C)(C)C)=O)[C:16]1[C:17]([C:35]2[O:39][C:38]([C:40]3[CH:55]=[CH:54][C:43]([CH2:44][N:45](C)[C:46](=O)OC(C)(C)C)=[CH:42][CH:41]=3)=[N:37][N:36]=2)=[N:18][C:19]([C:22]2[CH:27]=[CH:26][C:25]([S:28]([CH:31]([CH3:33])[CH3:32])(=[O:30])=[O:29])=[CH:24][C:23]=2[F:34])=[CH:20][N:21]=1)=O)(C)(C)C. The catalyst is C(Cl)Cl. The product is [F:34][C:23]1[CH:24]=[C:25]([S:28]([CH:31]([CH3:33])[CH3:32])(=[O:29])=[O:30])[CH:26]=[CH:27][C:22]=1[C:19]1[N:18]=[C:17]([C:35]2[O:39][C:38]([C:40]3[CH:41]=[CH:42][C:43]([CH2:44][NH:45][CH3:46])=[CH:54][CH:55]=3)=[N:37][N:36]=2)[C:16]([NH2:15])=[N:21][CH:20]=1. The yield is 0.620.